Dataset: Full USPTO retrosynthesis dataset with 1.9M reactions from patents (1976-2016). Task: Predict the reactants needed to synthesize the given product. (1) The reactants are: [F:1][C:2]1[CH:3]=[C:4]([CH:8]=[CH:9][C:10]=1[O:11][C:12]1[CH:17]=[C:16]([C:18]2[NH:19][C:20]([C:23]3[S:24][CH:25]=[CH:26][N:27]=3)=[CH:21][CH:22]=2)[CH:15]=[C:14]([O:28][C@@H:29]([CH3:33])[CH2:30][O:31][CH3:32])[CH:13]=1)[C:5]([OH:7])=O.N.C1C=CC2N(O)N=[N:41]C=2C=1.O. Given the product [F:1][C:2]1[CH:3]=[C:4]([CH:8]=[CH:9][C:10]=1[O:11][C:12]1[CH:17]=[C:16]([C:18]2[NH:19][C:20]([C:23]3[S:24][CH:25]=[CH:26][N:27]=3)=[CH:21][CH:22]=2)[CH:15]=[C:14]([O:28][C@@H:29]([CH3:33])[CH2:30][O:31][CH3:32])[CH:13]=1)[C:5]([NH2:41])=[O:7], predict the reactants needed to synthesize it. (2) Given the product [C:11]([O:1][C:70](=[O:71])[NH:69][CH2:68][C:64]([N:36]1[CH2:37][CH2:38][N:33]([CH2:32][C:30]2[CH:29]=[CH:28][C:27]([NH:39][C:40]3[N:45]=[CH:44][C:43]4=[CH:46][CH:47]=[C:48]([C:49]5[CH:54]=[CH:53][CH:52]=[CH:51][C:50]=5[N:55]([S:56]([CH3:59])(=[O:58])=[O:57])[CH3:60])[N:42]4[N:41]=3)=[C:26]([O:25][CH3:24])[CH:31]=2)[CH2:34][CH2:35]1)=[O:65])([CH3:10])([CH3:6])[CH3:13], predict the reactants needed to synthesize it. The reactants are: [OH2:1].[OH:1]N1[C:6]2[CH:11]=[CH:10][CH:10]=[CH:11][C:6]=2N=N1.Cl.[CH3:13]N(C)CCCN=C=NCC.[CH3:24][O:25][C:26]1[CH:31]=[C:30]([CH2:32][N:33]2[CH2:38][CH2:37][NH:36][CH2:35][CH2:34]2)[CH:29]=[CH:28][C:27]=1[NH:39][C:40]1[N:45]=[CH:44][C:43]2=[CH:46][CH:47]=[C:48]([C:49]3[CH:54]=[CH:53][CH:52]=[CH:51][C:50]=3[N:55]([CH3:60])[S:56]([CH3:59])(=[O:58])=[O:57])[N:42]2[N:41]=1.CN1CC[O:65][CH2:64]C1.[CH3:68][N:69](C)[CH:70]=[O:71]. (3) Given the product [CH3:16][N:18]1[CH2:32][CH2:30][CH2:33][CH2:19]1.[NH2:53][C@:54]([O:63][CH2:64][CH:65]=[CH2:66])([C:60]([NH:62][C@@H:40]([C:41]([NH:18][C:16]([O:15][CH2:14][CH:12]1[C:13]2[C:5](=[CH:4][CH:3]=[CH:2][CH:1]=2)[C:6]2[C:11]1=[CH:10][CH:9]=[CH:8][CH:7]=2)=[O:17])=[O:43])[CH2:42][O:29][C:25]([CH3:28])([CH3:27])[CH3:26])=[O:61])[CH2:55][CH2:56][C:57](=[O:58])[OH:59], predict the reactants needed to synthesize it. The reactants are: [CH:1]1[C:13]2[CH:12]([CH2:14][O:15][C:16]([NH:18][C@@H:19](C(O)=O)CO)=[O:17])[C:11]3[C:6](=[CH:7][CH:8]=[CH:9][CH:10]=3)[C:5]=2[CH:4]=[CH:3][CH:2]=1.[C:25]([O:29][C:30]([CH3:33])([CH3:32])C)([CH3:28])([CH3:27])[CH3:26].C(N=C=N[CH:40]([CH3:42])[CH3:41])(C)C.[OH:43]N1C2C=CC=CC=2N=N1.[NH2:53][C@:54]([O:63][CH2:64][CH:65]=[CH2:66])([C:60]([NH2:62])=[O:61])[CH2:55][CH2:56][C:57](=[O:59])[OH:58].